This data is from NCI-60 drug combinations with 297,098 pairs across 59 cell lines. The task is: Regression. Given two drug SMILES strings and cell line genomic features, predict the synergy score measuring deviation from expected non-interaction effect. (1) Drug 1: CS(=O)(=O)C1=CC(=C(C=C1)C(=O)NC2=CC(=C(C=C2)Cl)C3=CC=CC=N3)Cl. Drug 2: C1C(C(OC1N2C=NC3=C(N=C(N=C32)Cl)N)CO)O. Cell line: ACHN. Synergy scores: CSS=10.8, Synergy_ZIP=-5.01, Synergy_Bliss=-3.16, Synergy_Loewe=-24.8, Synergy_HSA=-4.79. (2) Drug 1: C1=C(C(=O)NC(=O)N1)N(CCCl)CCCl. Drug 2: CCN(CC)CCCC(C)NC1=C2C=C(C=CC2=NC3=C1C=CC(=C3)Cl)OC. Cell line: BT-549. Synergy scores: CSS=25.4, Synergy_ZIP=-7.55, Synergy_Bliss=-9.55, Synergy_Loewe=-10.2, Synergy_HSA=-7.31. (3) Drug 1: C1=NC2=C(N=C(N=C2N1C3C(C(C(O3)CO)O)O)F)N. Drug 2: CC1CCCC2(C(O2)CC(NC(=O)CC(C(C(=O)C(C1O)C)(C)C)O)C(=CC3=CSC(=N3)C)C)C. Cell line: HCC-2998. Synergy scores: CSS=58.8, Synergy_ZIP=-9.20, Synergy_Bliss=-9.67, Synergy_Loewe=-6.37, Synergy_HSA=-3.68. (4) Drug 1: C1=NC(=NC(=O)N1C2C(C(C(O2)CO)O)O)N. Drug 2: C(CCl)NC(=O)N(CCCl)N=O. Cell line: RXF 393. Synergy scores: CSS=0.824, Synergy_ZIP=2.50, Synergy_Bliss=5.98, Synergy_Loewe=-0.361, Synergy_HSA=0.379.